Dataset: Full USPTO retrosynthesis dataset with 1.9M reactions from patents (1976-2016). Task: Predict the reactants needed to synthesize the given product. (1) Given the product [CH:3]1[C:4]([CH:7]=[O:8])=[CH:5][CH:6]=[C:1]([CH:9]=[O:10])[CH:2]=1, predict the reactants needed to synthesize it. The reactants are: [C:1]1([CH2:9][OH:10])[CH:6]=[CH:5][C:4]([CH2:7][OH:8])=[CH:3][CH:2]=1.C(O)(=O)C.Br([O-])(=O)=O.[Na+]. (2) Given the product [F:6][C:7]1[CH:12]=[CH:11][C:10]([C:13]2[C:21]3[C:16](=[CH:17][CH:18]=[CH:19][CH:20]=3)[N:15]([CH:22]([CH3:24])[CH3:23])[C:14]=2[CH:30]=[O:31])=[CH:9][CH:8]=1, predict the reactants needed to synthesize it. The reactants are: P(Cl)(Cl)(Cl)=O.[F:6][C:7]1[CH:12]=[CH:11][C:10]([C:13]2[C:21]3[C:16](=[CH:17][CH:18]=[CH:19][CH:20]=3)[N:15]([CH:22]([CH3:24])[CH3:23])[CH:14]=2)=[CH:9][CH:8]=1.[OH-].[Na+].CN([CH:30]=[O:31])C. (3) The reactants are: [CH3:1][O:2][C:3]1[CH:11]=[CH:10][C:6]([C:7](O)=[O:8])=[CH:5][C:4]=1[S:12]([N:15]1[CH2:20][CH2:19][O:18][CH2:17][CH2:16]1)(=[O:14])=[O:13].[CH2:21]([C:34]1[CH:39]=[CH:38][C:37]([NH2:40])=[CH:36][C:35]=1[S:41]([OH:44])(=[O:43])=[O:42])[CH2:22][C:23]1[CH:28]=[CH:27][C:26]([NH2:29])=[CH:25][C:24]=1[S:30]([OH:33])(=[O:32])=[O:31]. Given the product [CH:21](/[C:34]1[CH:39]=[CH:38][C:37]([NH:40][C:7](=[O:8])[C:6]2[CH:10]=[CH:11][C:3]([O:2][CH3:1])=[C:4]([S:12]([N:15]3[CH2:20][CH2:19][O:18][CH2:17][CH2:16]3)(=[O:14])=[O:13])[CH:5]=2)=[CH:36][C:35]=1[S:41]([OH:44])(=[O:42])=[O:43])=[CH:22]\[C:23]1[CH:28]=[CH:27][C:26]([NH:29][C:7](=[O:8])[C:6]2[CH:10]=[CH:11][C:3]([O:2][CH3:1])=[C:4]([S:12]([N:15]3[CH2:16][CH2:17][O:18][CH2:19][CH2:20]3)(=[O:14])=[O:13])[CH:5]=2)=[CH:25][C:24]=1[S:30]([OH:33])(=[O:31])=[O:32], predict the reactants needed to synthesize it. (4) Given the product [CH:15]1([C:9]2[C:8]3[C:12](=[CH:13][C:5]([C:3]([O:2][CH3:1])=[O:4])=[CH:6][CH:7]=3)[NH:11][C:10]=2[C:26]2[CH:25]=[CH:24][CH:29]=[CH:28][C:27]=2[CH2:30][OH:31])[CH2:20][CH2:19][CH2:18][CH2:17][CH2:16]1, predict the reactants needed to synthesize it. The reactants are: [CH3:1][O:2][C:3]([C:5]1[CH:13]=[C:12]2[C:8]([C:9]([CH:15]3[CH2:20][CH2:19][CH2:18][CH2:17][CH2:16]3)=[C:10](Br)[NH:11]2)=[CH:7][CH:6]=1)=[O:4].N1[C:29]2[C:24](=[CH:25][CH:26]=[C:27]([C:30](OC)=[O:31])[CH:28]=2)C=C1.OCC1C=CC=CC=1B(O)O.C([O-])([O-])=O.[Na+].[Na+]. (5) Given the product [I:12][C:11]1[C:2]([O:1][CH2:15][C:16]2[CH:21]=[CH:20][C:19]([O:22][CH3:23])=[CH:18][CH:17]=2)=[C:3]2[C:8](=[CH:9][CH:10]=1)[C:7](=[O:13])[CH2:6][CH2:5][CH2:4]2, predict the reactants needed to synthesize it. The reactants are: [OH:1][C:2]1[C:11]([I:12])=[CH:10][CH:9]=[C:8]2[C:3]=1[CH2:4][CH2:5][CH2:6][C:7]2=[O:13].Cl[CH2:15][C:16]1[CH:21]=[CH:20][C:19]([O:22][CH3:23])=[CH:18][CH:17]=1.C(=O)([O-])[O-].[K+].[K+]. (6) Given the product [S:16]1[CH:17]=[CH:18][CH:19]=[C:15]1[S:12]([N:9]1[CH2:10][CH2:11][CH:6]([C:4]([OH:5])=[O:3])[CH2:7][CH2:8]1)(=[O:14])=[O:13], predict the reactants needed to synthesize it. The reactants are: C([O:3][C:4]([CH:6]1[CH2:11][CH2:10][N:9]([S:12]([C:15]2[S:16][CH:17]=[CH:18][CH:19]=2)(=[O:14])=[O:13])[CH2:8][CH2:7]1)=[O:5])C.O.[OH-].[K+].Cl. (7) Given the product [OH:11][C:5]1[CH:4]=[CH:3][C:2]([NH:1][CH2:22][CH2:21][C:18]2[CH:17]=[CH:16][C:15]([N+:12]([O-:14])=[O:13])=[CH:20][CH:19]=2)=[CH:10][C:6]=1[C:7]([OH:9])=[O:8], predict the reactants needed to synthesize it. The reactants are: [NH2:1][C:2]1[CH:10]=[C:6]([C:7]([OH:9])=[O:8])[C:5]([OH:11])=[CH:4][CH:3]=1.[N+:12]([C:15]1[CH:20]=[CH:19][C:18]([CH2:21][CH2:22]Br)=[CH:17][CH:16]=1)([O-:14])=[O:13]. (8) Given the product [ClH:1].[Cl:1][C:2]1[CH:28]=[CH:27][C:5]([O:6][C@H:7]([C:21]2[CH:26]=[CH:25][CH:24]=[CH:23][CH:22]=2)[C@H:8]2[O:13][CH2:12][CH2:11][NH:10][CH2:9]2)=[C:4]([O:29][CH3:30])[CH:3]=1, predict the reactants needed to synthesize it. The reactants are: [Cl:1][C:2]1[CH:28]=[CH:27][C:5]([O:6][C@H:7]([C:21]2[CH:26]=[CH:25][CH:24]=[CH:23][CH:22]=2)[C@H:8]2[O:13][CH2:12][CH2:11][N:10](C(OC(C)(C)C)=O)[CH2:9]2)=[C:4]([O:29][CH3:30])[CH:3]=1.Cl.CCOCC.